Dataset: Forward reaction prediction with 1.9M reactions from USPTO patents (1976-2016). Task: Predict the product of the given reaction. (1) Given the reactants C1N([CH2:7][CH2:8][OH:9])CCN(CCS(O)(=O)=O)C1.[Mg+2].[Cl-].[Cl-].P(OC[C@H:33]1O[C@@H:36](N2C3N=CN=C(N)C=3N=C2)[C@H:35](O)[C@@H:34]1O)(OP(OP(O)(O)=O)(O)=O)(=O)O.C([N:61]([CH2:66][C:67]([OH:69])=[O:68])CC(O)=O)C[N:61](CC(O)=O)[CH2:66][C:67]([OH:69])=[O:68].[CH3:70]S(C)=O, predict the reaction product. The product is: [NH2:61][C@H:66]([C:67]([OH:69])=[O:68])[CH2:33][C:34]1[CH:70]=[CH:7][C:8]([OH:9])=[CH:36][CH:35]=1. (2) Given the reactants [Cl:1][C:2]1[N:7]=[C:6]([NH:8][CH2:9][C@H:10]2[CH2:15][CH2:14][CH2:13][N:12]([C:16]([O:18][C:19]([CH3:22])([CH3:21])[CH3:20])=[O:17])[CH2:11]2)[C:5]([C:23]#[C:24][C:25]2[CH:30]=[CH:29][CH:28]=[CH:27][C:26]=2[Cl:31])=[CH:4][N:3]=1.CC(C)([O-])C.[K+], predict the reaction product. The product is: [Cl:1][C:2]1[N:3]=[CH:4][C:5]2[CH:23]=[C:24]([C:25]3[CH:30]=[CH:29][CH:28]=[CH:27][C:26]=3[Cl:31])[N:8]([CH2:9][C@H:10]3[CH2:15][CH2:14][CH2:13][N:12]([C:16]([O:18][C:19]([CH3:20])([CH3:21])[CH3:22])=[O:17])[CH2:11]3)[C:6]=2[N:7]=1. (3) Given the reactants [C:1]1([OH:8])[CH:6]=[CH:5][CH:4]=[C:3]([OH:7])[CH:2]=1.I[CH:10]([CH3:12])[CH3:11].[OH-].[K+].[OH-].[Na+], predict the reaction product. The product is: [CH3:11][CH:10]([O:7][C:3]1[CH:2]=[C:1]([OH:8])[CH:6]=[CH:5][CH:4]=1)[CH3:12]. (4) Given the reactants [F:1][C:2]1[CH:3]=[C:4]([C:8]2[C:17]3[C:12](=[CH:13][C:14]([O:18]C)=[CH:15][CH:16]=3)[C:11](=[O:20])[N:10]([CH2:21][C:22]([N:24]([CH3:35])[C:25]3[CH:34]=[CH:33][C:28]4[N:29]=[C:30]([CH3:32])[O:31][C:27]=4[CH:26]=3)=[O:23])[N:9]=2)[CH:5]=[CH:6][CH:7]=1.B(Br)(Br)Br.C([O-])(O)=O.[Na+], predict the reaction product. The product is: [F:1][C:2]1[CH:3]=[C:4]([C:8]2[C:17]3[C:12](=[CH:13][C:14]([OH:18])=[CH:15][CH:16]=3)[C:11](=[O:20])[N:10]([CH2:21][C:22]([N:24]([CH3:35])[C:25]3[CH:34]=[CH:33][C:28]4[N:29]=[C:30]([CH3:32])[O:31][C:27]=4[CH:26]=3)=[O:23])[N:9]=2)[CH:5]=[CH:6][CH:7]=1. (5) Given the reactants [Cl:1][C:2]1[CH:7]=[CH:6][C:5]([C:8]([OH:11])([CH3:10])[CH3:9])=[CH:4][C:3]=1[NH:12][S:13]([C:16]1[CH:21]=[CH:20][C:19]([O:22][CH3:23])=[C:18]([O:24][CH3:25])[CH:17]=1)(=[O:15])=[O:14].Cl[CH2:27][C:28]([N:30]([CH2:33][CH3:34])[CH2:31][CH3:32])=[O:29].C([O-])([O-])=O.[K+].[K+], predict the reaction product. The product is: [Cl:1][C:2]1[CH:7]=[CH:6][C:5]([C:8]([OH:11])([CH3:10])[CH3:9])=[CH:4][C:3]=1[N:12]([S:13]([C:16]1[CH:21]=[CH:20][C:19]([O:22][CH3:23])=[C:18]([O:24][CH3:25])[CH:17]=1)(=[O:15])=[O:14])[CH2:27][C:28]([N:30]([CH2:33][CH3:34])[CH2:31][CH3:32])=[O:29]. (6) Given the reactants C([O:8][C:9]1[CH:18]=[C:17]2[C:12]([C:13]([NH:21][C:22]3[CH:27]=[CH:26][C:25]([NH:28][C:29](=[O:36])[C:30]4[CH:35]=[CH:34][CH:33]=[CH:32][CH:31]=4)=[CH:24][CH:23]=3)=[C:14]([C:19]#[N:20])[CH:15]=[N:16]2)=[CH:11][C:10]=1[O:37][CH3:38])C1C=CC=CC=1, predict the reaction product. The product is: [C:19]([C:14]1[CH:15]=[N:16][C:17]2[C:12]([C:13]=1[NH:21][C:22]1[CH:23]=[CH:24][C:25]([NH:28][C:29](=[O:36])[C:30]3[CH:35]=[CH:34][CH:33]=[CH:32][CH:31]=3)=[CH:26][CH:27]=1)=[CH:11][C:10]([O:37][CH3:38])=[C:9]([OH:8])[CH:18]=2)#[N:20]. (7) Given the reactants C[O:2][C:3](=[O:22])[CH2:4][CH2:5][C:6]1[CH:11]=[CH:10][C:9]([O:12][C:13]2[CH:18]=[C:17]([F:19])[CH:16]=[C:15](Br)[CH:14]=2)=[CH:8][C:7]=1[CH3:21].[Cl:23][C:24]1[CH:29]=[CH:28][C:27]([OH:30])=[C:26]([O:31][C:32]2[CH:37]=[CH:36][CH:35]=[CH:34][CH:33]=2)[CH:25]=1, predict the reaction product. The product is: [Cl:23][C:24]1[CH:29]=[CH:28][C:27]([O:30][C:15]2[CH:14]=[C:13]([CH:18]=[C:17]([F:19])[CH:16]=2)[O:12][C:9]2[CH:10]=[CH:11][C:6]([CH2:5][CH2:4][C:3]([OH:2])=[O:22])=[C:7]([CH3:21])[CH:8]=2)=[C:26]([O:31][C:32]2[CH:37]=[CH:36][CH:35]=[CH:34][CH:33]=2)[CH:25]=1. (8) Given the reactants C1(C)C=CC(S([O:10][CH2:11][CH2:12]/[CH:13]=[CH:14]\[CH2:15]/[CH:16]=[CH:17]\[CH2:18][CH3:19])(=O)=O)=CC=1.C(O)C#CCC.N1C=CC=CC=1.C1(C)C=CC(S(Cl)(=O)=O)=CC=1.C(O)CC#C.C(=O)([O-])[O-].[Na+].[Na+].Cl, predict the reaction product. The product is: [CH2:11]([OH:10])[CH2:12][C:13]#[C:14][CH2:15][C:16]#[C:17][CH2:18][CH3:19]. (9) The product is: [CH3:13][N:14]([CH2:25][C:26]1[N:30]([CH2:31][C@H:32]2[CH2:37][CH2:36][CH2:35][N:34]([CH2:7][CH2:8][CH2:9][OH:10])[CH2:33]2)[C:29]2[CH:38]=[CH:39][CH:40]=[CH:41][C:28]=2[N:27]=1)[C@@H:15]1[C:24]2[N:23]=[CH:22][CH:21]=[CH:20][C:19]=2[CH2:18][CH2:17][CH2:16]1. Given the reactants C([Si](C)(C)O[CH2:7][CH2:8][CH2:9][OH:10])(C)(C)C.[CH3:13][N:14]([CH2:25][C:26]1[N:30]([CH2:31][C@H:32]2[CH2:37][CH2:36][CH2:35][NH:34][CH2:33]2)[C:29]2[CH:38]=[CH:39][CH:40]=[CH:41][C:28]=2[N:27]=1)[C@@H:15]1[C:24]2[N:23]=[CH:22][CH:21]=[CH:20][C:19]=2[CH2:18][CH2:17][CH2:16]1.C(O)(=O)C.[BH-](OC(C)=O)(OC(C)=O)OC(C)=O.[Na+].C([O-])([O-])=O.[Na+].[Na+].[F-].C([N+](CCCC)(CCCC)CCCC)CCC.C1COCC1, predict the reaction product.